From a dataset of Catalyst prediction with 721,799 reactions and 888 catalyst types from USPTO. Predict which catalyst facilitates the given reaction. (1) Reactant: [Br:1][C:2]1[CH:3]=[C:4]2[C:8](=[CH:9][CH:10]=1)[N:7]([CH:11]1[CH2:20][CH2:19][C:14]3(OCC[O:15]3)[CH2:13][CH2:12]1)[CH2:6][CH2:5]2.Cl. Product: [Br:1][C:2]1[CH:3]=[C:4]2[C:8](=[CH:9][CH:10]=1)[N:7]([CH:11]1[CH2:12][CH2:13][C:14](=[O:15])[CH2:19][CH2:20]1)[CH2:6][CH2:5]2. The catalyst class is: 21. (2) Reactant: [NH2:1][CH2:2][CH:3]([CH3:16])[CH2:4][NH:5][C:6](=[O:15])[C:7]1[CH:12]=[CH:11][C:10]([C:13]#[N:14])=[CH:9][CH:8]=1.[CH2:17]([N:19]1[C:31]2[CH:30]=[CH:29][C:28]([C:32](O)=[O:33])=[CH:27][C:26]=2[C:25]2[C:20]1=[CH:21][CH:22]=[CH:23][CH:24]=2)[CH3:18].CN(C(ON1N=NC2C=CC=NC1=2)=[N+](C)C)C.F[P-](F)(F)(F)(F)F.O. Product: [C:13]([C:10]1[CH:11]=[CH:12][C:7]([C:6]([NH:5][CH2:4][CH:3]([CH3:16])[CH2:2][NH:1][C:32]([C:28]2[CH:29]=[CH:30][C:31]3[N:19]([CH2:17][CH3:18])[C:20]4[C:25]([C:26]=3[CH:27]=2)=[CH:24][CH:23]=[CH:22][CH:21]=4)=[O:33])=[O:15])=[CH:8][CH:9]=1)#[N:14]. The catalyst class is: 3. (3) Reactant: [CH3:1][O:2][CH:3]=[CH:4][C:5]1[CH:14]=[CH:13][C:8]([C:9]([O:11][CH3:12])=[O:10])=[CH:7][CH:6]=1.[OH2:15].[C:16]1(C)C=CC(S(O)(=O)=O)=CC=1. Product: [CH3:16][O:15][CH:3]([O:2][CH3:1])[CH2:4][C:5]1[CH:14]=[CH:13][C:8]([C:9]([O:11][CH3:12])=[O:10])=[CH:7][CH:6]=1. The catalyst class is: 5. (4) The catalyst class is: 663. Reactant: Cl.Cl[C:3]1[CH:8]=[CH:7][C:6]([CH:9]2[CH2:14][CH2:13][CH:12]([C:15]([OH:17])=[O:16])[CH2:11][CH2:10]2)=[CH:5][CH:4]=1.[H][H]. Product: [CH:6]1([CH:9]2[CH2:14][CH2:13][CH:12]([C:15]([OH:17])=[O:16])[CH2:11][CH2:10]2)[CH2:5][CH2:4][CH2:3][CH2:8][CH2:7]1. (5) Product: [F:49][C:48]([F:51])([F:50])[C:46]([OH:52])=[O:47].[C:37]1([C:16]2[CH:15]=[C:14]([CH:11]3[CH2:10][CH2:9][NH:8][CH2:13][CH2:12]3)[CH:19]=[CH:18][C:17]=2[NH:20][C:21]([C:23]2[N:27]=[C:26]([Cl:28])[NH:25][N:24]=2)=[O:22])[CH2:42][CH2:41][CH2:40][CH2:39][CH:38]=1. Reactant: C(OC([N:8]1[CH2:13][CH2:12][CH:11]([C:14]2[CH:19]=[CH:18][C:17]([NH:20][C:21]([C:23]3[N:27]=[C:26]([Cl:28])[N:25](COCC[Si](C)(C)C)[N:24]=3)=[O:22])=[C:16]([C:37]3[CH2:42][CH2:41][CH2:40][CH2:39][CH:38]=3)[CH:15]=2)[CH2:10][CH2:9]1)=O)(C)(C)C.CCO.[C:46]([OH:52])([C:48]([F:51])([F:50])[F:49])=[O:47]. The catalyst class is: 2. (6) Reactant: CC12C(C)(C)C(C([O:13][CH2:14][C@@:15]([OH:32])([CH3:31])[C:16]([NH:18][C:19]3[CH:24]=[CH:23][C:22]([C:25]#[N:26])=[C:21]([C:27]([F:30])([F:29])[F:28])[CH:20]=3)=[O:17])=O)(CC1)OC2=O.C(N(CC)CC)C.[CH3:41][S:42](Cl)(=[O:44])=[O:43].Cl. The catalyst class is: 96. Product: [CH3:41][S:42]([O:13][CH2:14][C@@:15]([OH:32])([CH3:31])[C:16]([NH:18][C:19]1[CH:24]=[CH:23][C:22]([C:25]#[N:26])=[C:21]([C:27]([F:30])([F:29])[F:28])[CH:20]=1)=[O:17])(=[O:44])=[O:43]. (7) Reactant: [NH2:1][C:2]1[CH:7]=[CH:6][C:5]([C:8]2[N:9]=[C:10]([N:30]3[CH2:35][CH2:34][O:33][CH2:32][CH2:31]3)[C:11]3[N:16]=[N:15][N:14]([CH:17]4[CH2:22][CH2:21][N:20]([C:23]([O:25][C:26]([CH3:29])([CH3:28])[CH3:27])=[O:24])[CH2:19][CH2:18]4)[C:12]=3[N:13]=2)=[CH:4][CH:3]=1.[N:36]([C:39]1[CH:40]=[N:41][CH:42]=[CH:43][CH:44]=1)=[C:37]=[O:38]. Product: [N:30]1([C:10]2[C:11]3[N:16]=[N:15][N:14]([CH:17]4[CH2:18][CH2:19][N:20]([C:23]([O:25][C:26]([CH3:29])([CH3:27])[CH3:28])=[O:24])[CH2:21][CH2:22]4)[C:12]=3[N:13]=[C:8]([C:5]3[CH:4]=[CH:3][C:2]([NH:1][C:37](=[O:38])[NH:36][C:39]4[CH:40]=[N:41][CH:42]=[CH:43][CH:44]=4)=[CH:7][CH:6]=3)[N:9]=2)[CH2:31][CH2:32][O:33][CH2:34][CH2:35]1. The catalyst class is: 64. (8) Reactant: O=C1C2C(=CC=CC=2)C(=O)[N:3]1[C@@H:12]1[C:18](=[O:19])[N:17]2[C@H:20]([C:24]([O:26][C:27]([CH3:30])([CH3:29])[CH3:28])=[O:25])[CH2:21][CH2:22][CH2:23][N:16]2[C:15](=[O:31])[CH2:14][CH2:13]1.NN. Product: [NH2:3][C@@H:12]1[C:18](=[O:19])[N:17]2[C@H:20]([C:24]([O:26][C:27]([CH3:29])([CH3:28])[CH3:30])=[O:25])[CH2:21][CH2:22][CH2:23][N:16]2[C:15](=[O:31])[CH2:14][CH2:13]1. The catalyst class is: 8.